The task is: Predict the reaction yield, written as a fraction of the theoretical maximum amount of product (1.0 means a 100% yield; for example, 0.34 means a 34% yield).. This data is from Reaction yield outcomes from USPTO patents with 853,638 reactions. (1) The reactants are [F:1][C:2]1[CH:19]=[CH:18][C:5]([CH2:6][C:7]2[CH:8]=[C:9]3[NH:15][CH2:14][C:13]([CH3:17])([CH3:16])[C:10]3=[N:11][CH:12]=2)=[CH:4][CH:3]=1.[Cl:20][CH2:21][C:22](Cl)=[O:23]. The catalyst is C(#N)C. The product is [ClH:20].[Cl:20][CH2:21][C:22]([N:15]1[C:9]2[C:10](=[N:11][CH:12]=[C:7]([CH2:6][C:5]3[CH:4]=[CH:3][C:2]([F:1])=[CH:19][CH:18]=3)[CH:8]=2)[C:13]([CH3:17])([CH3:16])[CH2:14]1)=[O:23]. The yield is 0.830. (2) The reactants are [CH3:1][N:2]([CH2:4][C:5]1[CH:10]=[CH:9][C:8]([C:11]#[CH:12])=[CH:7][CH:6]=1)[CH3:3].[F:13][C:14]1[CH:23]=[C:18]([C:19]([O:21][CH3:22])=[O:20])[C:17]([OH:24])=[C:16](I)[CH:15]=1.C(N(CC)CC)C.CN(C=O)C. The catalyst is Cl[Pd](Cl)([P](C1C=CC=CC=1)(C1C=CC=CC=1)C1C=CC=CC=1)[P](C1C=CC=CC=1)(C1C=CC=CC=1)C1C=CC=CC=1.C(OCC)(=O)C. The product is [F:13][C:14]1[CH:23]=[C:18]([C:19]([O:21][CH3:22])=[O:20])[C:17]2[O:24][C:11]([C:8]3[CH:7]=[CH:6][C:5]([CH2:4][N:2]([CH3:1])[CH3:3])=[CH:10][CH:9]=3)=[CH:12][C:16]=2[CH:15]=1. The yield is 0.480. (3) The reactants are [CH:1]([N:14]1[CH2:17][C:16](OS(C)(=O)=O)([CH2:18][CH3:19])[CH2:15]1)([C:8]1[CH:13]=[CH:12][CH:11]=[CH:10][CH:9]=1)[C:2]1[CH:7]=[CH:6][CH:5]=[CH:4][CH:3]=1.[C-:25]#[N:26].[Na+]. The catalyst is CN(C)C=O.O. The product is [CH:1]([N:14]1[CH2:17][C:16]([CH2:18][CH3:19])([C:25]#[N:26])[CH2:15]1)([C:8]1[CH:13]=[CH:12][CH:11]=[CH:10][CH:9]=1)[C:2]1[CH:7]=[CH:6][CH:5]=[CH:4][CH:3]=1. The yield is 0.860. (4) The reactants are [Cl:1][C:2]1[CH:7]=[C:6]([N+:8]([O-:10])=[O:9])[CH:5]=[CH:4][C:3]=1[OH:11].[F:12][C:13]1[CH:14]=[C:15]([CH:18]=[CH:19][CH:20]=1)[CH2:16]Br.C(#N)C.C(=O)([O-])[O-].[K+].[K+]. The catalyst is O. The product is [F:12][C:13]1[CH:14]=[C:15]([CH:18]=[CH:19][CH:20]=1)[CH2:16][O:11][C:3]1[CH:4]=[CH:5][C:6]([N+:8]([O-:10])=[O:9])=[CH:7][C:2]=1[Cl:1]. The yield is 0.950. (5) The reactants are [CH:1]1([NH:4][C:5]([NH:7][C:8]2[CH:13]=[CH:12][C:11]([O:14][C:15]3[CH:20]=[CH:19][N:18]=[C:17]4[CH:21]=[C:22]([C:24]5[CH:29]=[CH:28][C:27]([CH:30]=[O:31])=[CH:26][N:25]=5)[S:23][C:16]=34)=[C:10]([F:32])[CH:9]=2)=[O:6])[CH2:3][CH2:2]1.[OH:33]OS([O-])=O.[K+].Cl. The catalyst is CN(C=O)C. The product is [CH:1]1([NH:4][C:5](=[O:6])[NH:7][C:8]2[CH:13]=[CH:12][C:11]([O:14][C:15]3[CH:20]=[CH:19][N:18]=[C:17]4[CH:21]=[C:22]([C:24]5[CH:29]=[CH:28][C:27]([C:30]([OH:33])=[O:31])=[CH:26][N:25]=5)[S:23][C:16]=34)=[C:10]([F:32])[CH:9]=2)[CH2:2][CH2:3]1. The yield is 0.800. (6) The reactants are C[Al](C)C.[CH:5]1([NH2:8])[CH2:7][CH2:6]1.C[O:10][C:11](=O)[C:12]1[CH:17]=[CH:16][C:15]([O:18][CH2:19][C:20]2[C:21]([C:26]3[CH:31]=[CH:30][CH:29]=[C:28]([F:32])[CH:27]=3)=[N:22][O:23][C:24]=2[CH3:25])=[N:14][CH:13]=1.O. The catalyst is O1CCOCC1. The product is [CH:5]1([NH:8][C:11](=[O:10])[C:12]2[CH:17]=[CH:16][C:15]([O:18][CH2:19][C:20]3[C:21]([C:26]4[CH:31]=[CH:30][CH:29]=[C:28]([F:32])[CH:27]=4)=[N:22][O:23][C:24]=3[CH3:25])=[N:14][CH:13]=2)[CH2:7][CH2:6]1. The yield is 0.910. (7) The reactants are [CH3:1][C:2]1[S:6][C:5]([C:7]([O:9]C)=[O:8])=[CH:4][C:3]=1[C:11]1[N:15]([CH3:16])[N:14]=[CH:13][C:12]=1[CH:17]([CH3:19])[CH3:18].[OH-].[Na+]. The catalyst is O1CCCC1. The product is [CH3:1][C:2]1[S:6][C:5]([C:7]([OH:9])=[O:8])=[CH:4][C:3]=1[C:11]1[N:15]([CH3:16])[N:14]=[CH:13][C:12]=1[CH:17]([CH3:19])[CH3:18]. The yield is 0.790.